This data is from Forward reaction prediction with 1.9M reactions from USPTO patents (1976-2016). The task is: Predict the product of the given reaction. (1) Given the reactants [CH3:1][C:2]([CH3:17])([CH3:16])[C@@H:3]([C:13]([OH:15])=[O:14])[NH:4][C:5]([O:7][CH2:8][CH2:9][CH2:10][CH:11]=[CH2:12])=[O:6].C(O)CCC#C, predict the reaction product. The product is: [CH3:1][C:2]([CH3:17])([CH3:16])[C@@H:3]([C:13]([OH:15])=[O:14])[NH:4][C:5]([O:7][CH2:8][CH2:9][CH2:10][C:11]#[CH:12])=[O:6]. (2) Given the reactants [C:1]([CH2:4][O:5][C:6]1[CH:16]=[CH:15][C:14]([S:17](Cl)(=[O:19])=[O:18])=[CH:13][C:7]=1[O:8][CH2:9][C:10]([NH2:12])=[O:11])(=[O:3])[NH2:2].[CH3:21][O:22][C:23]1[CH:29]=[CH:28][C:26]([NH2:27])=[C:25]([N+:30]([O-:32])=[O:31])[CH:24]=1, predict the reaction product. The product is: [C:10]([CH2:9][O:8][C:7]1[CH:13]=[C:14]([S:17]([NH:27][C:26]2[CH:28]=[CH:29][C:23]([O:22][CH3:21])=[CH:24][C:25]=2[N+:30]([O-:32])=[O:31])(=[O:19])=[O:18])[CH:15]=[CH:16][C:6]=1[O:5][CH2:4][C:1]([NH2:2])=[O:3])(=[O:11])[NH2:12]. (3) Given the reactants [C:1]([CH2:5][C:6](Cl)=[O:7])([CH3:4])([CH3:3])[CH3:2].[CH3:9][C:10]1[CH:16]=[CH:15][CH:14]=[C:13]([CH3:17])[C:11]=1[NH2:12].C(N(CC)CC)C.C(OCC)(=O)C, predict the reaction product. The product is: [CH3:9][C:10]1[CH:16]=[CH:15][CH:14]=[C:13]([CH3:17])[C:11]=1[NH:12][C:6](=[O:7])[CH2:5][C:1]([CH3:4])([CH3:3])[CH3:2].